This data is from Reaction yield outcomes from USPTO patents with 853,638 reactions. The task is: Predict the reaction yield, written as a fraction of the theoretical maximum amount of product (1.0 means a 100% yield; for example, 0.34 means a 34% yield). (1) The reactants are C[O:2][C:3]1[CH:4]=[C:5]2[C:10](=[CH:11][CH:12]=1)[CH2:9][CH:8]([N:13]1[C:21](=[O:22])[C:20]3[C:15](=[CH:16][CH:17]=[CH:18][CH:19]=3)[C:14]1=[O:23])[CH2:7][CH2:6]2.B(Br)(Br)Br.C(Cl)Cl. The catalyst is C(Cl)Cl. The product is [OH:2][C:3]1[CH:4]=[C:5]2[C:10](=[CH:11][CH:12]=1)[CH2:9][CH:8]([N:13]1[C:21](=[O:22])[C:20]3[C:15](=[CH:16][CH:17]=[CH:18][CH:19]=3)[C:14]1=[O:23])[CH2:7][CH2:6]2. The yield is 0.920. (2) The reactants are [B-](F)(F)(F)F.CN(C(O[N:14]1[C:19](=O)[CH2:18][CH2:17]C1=O)=[N+](C)C)C.[F:21][C:22]1[CH:23]=[C:24]([NH:29][CH:30]([C:32]2[CH:33]=[C:34]([C:49]([OH:51])=O)[CH:35]=[C:36]3[C:41]=2[O:40][C:39]([N:42]2[CH2:47][CH2:46][O:45][CH2:44][CH2:43]2)=[CH:38][C:37]3=[O:48])[CH3:31])[CH:25]=[C:26]([F:28])[CH:27]=1.C(N(C(C)C)C(C)C)C.N1CCC1. The catalyst is C(Cl)Cl.CN(C=O)C. The product is [N:14]1([C:49]([C:34]2[CH:35]=[C:36]3[C:41](=[C:32]([CH:30]([NH:29][C:24]4[CH:23]=[C:22]([F:21])[CH:27]=[C:26]([F:28])[CH:25]=4)[CH3:31])[CH:33]=2)[O:40][C:39]([N:42]2[CH2:47][CH2:46][O:45][CH2:44][CH2:43]2)=[CH:38][C:37]3=[O:48])=[O:51])[CH2:17][CH2:18][CH2:19]1. The yield is 0.610. (3) The reactants are [N+:1]([C:4]1[CH:9]=[CH:8][CH:7]=[CH:6][C:5]=1[CH:10]=[C:11]([N+]([O-])=O)[CH3:12])([O-:3])=[O:2].C1CCN2C(=NCCC2)CC1.[N+:27]([CH2:29][C:30]([O:32][CH2:33][CH3:34])=[O:31])#[C-:28].Cl. The catalyst is C1COCC1.C(O)(C)(C)C.CCOC(C)=O. The product is [CH3:12][C:11]1[C:10]([C:5]2[CH:6]=[CH:7][CH:8]=[CH:9][C:4]=2[N+:1]([O-:3])=[O:2])=[C:29]([C:30]([O:32][CH2:33][CH3:34])=[O:31])[NH:27][CH:28]=1. The yield is 0.590. (4) The product is [O:26]1[C:25]2[CH:29]=[CH:30][C:22]([C:19]3([C:17]([NH:16][C:11]4[CH:10]=[C:9]([C:6]5[CH:5]=[CH:4][C:3]([CH2:2][NH:1][CH2:34][CH2:33][CH:32]([CH3:36])[CH3:31])=[CH:8][CH:7]=5)[C:14]([CH3:15])=[CH:13][CH:12]=4)=[O:18])[CH2:20][CH2:21]3)=[CH:23][C:24]=2[O:28][CH2:27]1. The catalyst is ClCCl.O. The reactants are [NH2:1][CH2:2][C:3]1[CH:8]=[CH:7][C:6]([C:9]2[C:14]([CH3:15])=[CH:13][CH:12]=[C:11]([NH:16][C:17]([C:19]3([C:22]4[CH:30]=[CH:29][C:25]5[O:26][CH2:27][O:28][C:24]=5[CH:23]=4)[CH2:21][CH2:20]3)=[O:18])[CH:10]=2)=[CH:5][CH:4]=1.[CH3:31][CH:32]([CH3:36])[CH2:33][CH:34]=O.COCCOC.[BH4-].[Na+]. The yield is 0.100. (5) The reactants are CN(C(ON1N=NC2C=CC=NC1=2)=[N+](C)C)C.F[P-](F)(F)(F)(F)F.[CH:25]1([C:31]2[C:32]3[CH:33]=[CH:34][C:35]([C:54](=[O:62])[NH:55][S:56]([CH:59]([CH3:61])[CH3:60])(=[O:58])=[O:57])=[CH:36][C:37]=3[N:38]3[CH2:44][C:43]([C:45](O)=[O:46])=[CH:42][C:41]4[CH:48]=[C:49]([O:52][CH3:53])[CH:50]=[CH:51][C:40]=4[C:39]=23)[CH2:30][CH2:29][CH2:28][CH2:27][CH2:26]1.[CH3:63][N:64]1[CH2:73][CH2:72][C:67]2([NH:71][CH2:70][CH2:69][CH2:68]2)[CH2:66][CH2:65]1. The catalyst is CN(C=O)C.CO. The product is [CH:25]1([C:31]2[C:32]3[CH:33]=[CH:34][C:35]([C:54]([NH:55][S:56]([CH:59]([CH3:61])[CH3:60])(=[O:57])=[O:58])=[O:62])=[CH:36][C:37]=3[N:38]3[CH2:44][C:43]([C:45]([N:71]4[C:67]5([CH2:66][CH2:65][N:64]([CH3:63])[CH2:73][CH2:72]5)[CH2:68][CH2:69][CH2:70]4)=[O:46])=[CH:42][C:41]4[CH:48]=[C:49]([O:52][CH3:53])[CH:50]=[CH:51][C:40]=4[C:39]=23)[CH2:26][CH2:27][CH2:28][CH2:29][CH2:30]1. The yield is 0.460. (6) The reactants are [N:1]1[CH:6]=[CH:5][C:4]([C:7](=[O:9])[CH3:8])=[CH:3][CH:2]=1.[Br:10]Br. The catalyst is C(Cl)(Cl)(Cl)Cl. The product is [BrH:10].[Br:10][CH2:8][C:7]([C:4]1[CH:5]=[CH:6][N:1]=[CH:2][CH:3]=1)=[O:9]. The yield is 0.940.